Predict the reaction yield, written as a fraction of the theoretical maximum amount of product (1.0 means a 100% yield; for example, 0.34 means a 34% yield). From a dataset of Reaction yield outcomes from USPTO patents with 853,638 reactions. (1) The reactants are Cl[C:2]1[C:7]([N+:8]([O-:10])=[O:9])=[CH:6][N:5]=[C:4]([C:11]2[N:15]3[CH:16]=[C:17]([F:20])[CH:18]=[CH:19][C:14]3=[N:13][CH:12]=2)[N:3]=1.[NH2:21][C@@H:22]1[CH2:27][CH2:26][CH2:25][N:24]([C:28]([O:30][C:31]([CH3:34])([CH3:33])[CH3:32])=[O:29])[CH2:23]1.C(N(C(C)C)CC)(C)C. The catalyst is O1CCCC1. The product is [F:20][C:17]1[CH:18]=[CH:19][C:14]2[N:15]([C:11]([C:4]3[N:3]=[C:2]([NH:21][C@@H:22]4[CH2:27][CH2:26][CH2:25][N:24]([C:28]([O:30][C:31]([CH3:34])([CH3:33])[CH3:32])=[O:29])[CH2:23]4)[C:7]([N+:8]([O-:10])=[O:9])=[CH:6][N:5]=3)=[CH:12][N:13]=2)[CH:16]=1. The yield is 1.00. (2) The reactants are Cl[C:2]1[CH:3]=[CH:4][C:5]2[N:11]3[CH2:12][C@H:8]([CH2:9][CH2:10]3)[N:7]([C:13]([NH:15][C:16]3[CH:21]=[N:20][CH:19]=[CH:18][N:17]=3)=[O:14])[C:6]=2[N:22]=1.[CH3:23][CH:24]1[NH:29][CH2:28][CH2:27][N:26]([C:30]([O:32][C:33]([CH3:36])([CH3:35])[CH3:34])=[O:31])[CH2:25]1.C([O-])([O-])=O.[Cs+].[Cs+].CC(C1C=C(C(C)C)C(C2C=CC=CC=2P(C2CCCCC2)C2CCCCC2)=C(C(C)C)C=1)C. The catalyst is O1CCOCC1.O. The product is [CH3:23][CH:24]1[N:29]([C:2]2[CH:3]=[CH:4][C:5]3[N:11]4[CH2:12][C@H:8]([CH2:9][CH2:10]4)[N:7]([C:13](=[O:14])[NH:15][C:16]4[CH:21]=[N:20][CH:19]=[CH:18][N:17]=4)[C:6]=3[N:22]=2)[CH2:28][CH2:27][N:26]([C:30]([O:32][C:33]([CH3:34])([CH3:36])[CH3:35])=[O:31])[CH2:25]1. The yield is 0.265. (3) The reactants are C([N:8]1[C:12]2([CH2:16][CH2:15][N:14]([C:17]3[CH:18]=[N:19][CH:20]=[C:21]([O:23][C:24]4[CH:29]=[CH:28][CH:27]=[CH:26][CH:25]=4)[CH:22]=3)[CH2:13]2)[CH2:11][CH2:10][CH2:9]1)C1C=CC=CC=1.Cl.[H][H]. The catalyst is C(O)C.[OH-].[OH-].[Pd+2]. The product is [O:23]([C:21]1[CH:22]=[C:17]([N:14]2[CH2:15][CH2:16][C:12]3([NH:8][CH2:9][CH2:10][CH2:11]3)[CH2:13]2)[CH:18]=[N:19][CH:20]=1)[C:24]1[CH:25]=[CH:26][CH:27]=[CH:28][CH:29]=1. The yield is 0.927. (4) The reactants are [NH:1]1[C:5]2=[N:6][CH:7]=[CH:8][CH:9]=[C:4]2[C:3]([CH:10]=[C:11]2[S:15][C:14](=[S:16])[NH:13][C:12]2=[O:17])=[CH:2]1.IC.[CH3:20]CN(C(C)C)C(C)C.O. The catalyst is C(O)C. The product is [CH3:20][S:16][C:14]1[S:15][C:11](=[CH:10][C:3]2[C:4]3[C:5](=[N:6][CH:7]=[CH:8][CH:9]=3)[NH:1][CH:2]=2)[C:12](=[O:17])[N:13]=1. The yield is 0.608.